From a dataset of Forward reaction prediction with 1.9M reactions from USPTO patents (1976-2016). Predict the product of the given reaction. Given the reactants Br[C:2]1[S:3][N:4]=[C:5]2[CH:10]=[C:9]([Br:11])[CH:8]=[N:7][C:6]=12.[NH2:12][CH2:13][CH:14]([OH:17])[CH2:15][OH:16], predict the reaction product. The product is: [Br:11][C:9]1[CH:8]=[N:7][C:6]2=[C:2]([NH:12][CH2:13][CH:14]([OH:17])[CH2:15][OH:16])[S:3][N:4]=[C:5]2[CH:10]=1.